Predict the reaction yield, written as a fraction of the theoretical maximum amount of product (1.0 means a 100% yield; for example, 0.34 means a 34% yield). From a dataset of Reaction yield outcomes from USPTO patents with 853,638 reactions. (1) The reactants are [CH3:1][O:2][C:3]1[CH:8]=[CH:7][C:6]([CH3:9])=[CH:5][C:4]=1B1OC(C)(C)C(C)(C)O1.I[C:20]1[C:25]([F:26])=[C:24]([F:27])[C:23]([F:28])=[C:22]([F:29])[C:21]=1[F:30]. The catalyst is C1(C)C=CC=CC=1.C(=O)([O-])[O-].[K+].[K+].[Br-].C([N+](CCCC)(CCCC)CCCC)CCC.C1C=CC([P]([Pd]([P](C2C=CC=CC=2)(C2C=CC=CC=2)C2C=CC=CC=2)([P](C2C=CC=CC=2)(C2C=CC=CC=2)C2C=CC=CC=2)[P](C2C=CC=CC=2)(C2C=CC=CC=2)C2C=CC=CC=2)(C2C=CC=CC=2)C2C=CC=CC=2)=CC=1. The product is [F:26][C:25]1[C:24]([F:27])=[C:23]([F:28])[C:22]([F:29])=[C:21]([F:30])[C:20]=1[C:4]1[CH:5]=[C:6]([CH3:9])[CH:7]=[CH:8][C:3]=1[O:2][CH3:1]. The yield is 0.740. (2) The reactants are [CH2:1]([O:8][C:9]1[CH:10]=[C:11]([CH:20]([OH:27])[C:21]2[S:22][C:23]([CH3:26])=[CH:24][CH:25]=2)[CH:12]=[C:13]2[C:18]=1[N:17]=[CH:16][NH:15][C:14]2=[O:19])[C:2]1[CH:7]=[CH:6][CH:5]=[CH:4][CH:3]=1. The catalyst is ClCCl.[O-2].[Mn+4].[O-2]. The product is [CH2:1]([O:8][C:9]1[CH:10]=[C:11]([C:20]([C:21]2[S:22][C:23]([CH3:26])=[CH:24][CH:25]=2)=[O:27])[CH:12]=[C:13]2[C:18]=1[N:17]=[CH:16][NH:15][C:14]2=[O:19])[C:2]1[CH:3]=[CH:4][CH:5]=[CH:6][CH:7]=1. The yield is 0.930.